From a dataset of Forward reaction prediction with 1.9M reactions from USPTO patents (1976-2016). Predict the product of the given reaction. (1) Given the reactants [NH2:1][C:2]1[CH:7]=[CH:6][C:5]([C:8]2[O:12][C:11]([CH3:14])([CH3:13])[C:10](=[O:15])[C:9]=2[C:16]2[CH:21]=[CH:20][C:19]([O:22][CH2:23][C:24]3[CH:33]=[CH:32][C:31]4[C:26](=[CH:27][CH:28]=[CH:29][CH:30]=4)[N:25]=3)=[CH:18][CH:17]=2)=[CH:4][CH:3]=1.[CH3:34][S:35](Cl)(=[O:37])=[O:36], predict the reaction product. The product is: [CH3:14][C:11]1([CH3:13])[O:12][C:8]([C:5]2[CH:6]=[CH:7][C:2]([N:1]([S:35]([CH3:34])(=[O:37])=[O:36])[S:35]([CH3:34])(=[O:37])=[O:36])=[CH:3][CH:4]=2)=[C:9]([C:16]2[CH:21]=[CH:20][C:19]([O:22][CH2:23][C:24]3[CH:33]=[CH:32][C:31]4[C:26](=[CH:27][CH:28]=[CH:29][CH:30]=4)[N:25]=3)=[CH:18][CH:17]=2)[C:10]1=[O:15]. (2) Given the reactants [CH3:1][C:2]1([CH3:9])[CH2:7][CH2:6][C:5](=[O:8])[CH:4]=[CH:3]1.[CH3:10][Li], predict the reaction product. The product is: [CH3:10][C:5]1([OH:8])[CH2:6][CH2:7][C:2]([CH3:9])([CH3:1])[CH:3]=[CH:4]1. (3) Given the reactants [C:1]([NH:8][C@@H:9]([C:12]([OH:14])=[O:13])[CH2:10][OH:11])([O:3][C:4]([CH3:7])([CH3:6])[CH3:5])=[O:2].C(NC(=NC(C)C)O[C:21]([CH3:24])([CH3:23])[CH3:22])(C)C, predict the reaction product. The product is: [C:21]([O:11][CH2:10][C@H:9]([C:12]([OH:14])=[O:13])[NH:8][C:1]([O:3][C:4]([CH3:7])([CH3:6])[CH3:5])=[O:2])([CH3:24])([CH3:23])[CH3:22].